Dataset: Reaction yield outcomes from USPTO patents with 853,638 reactions. Task: Predict the reaction yield, written as a fraction of the theoretical maximum amount of product (1.0 means a 100% yield; for example, 0.34 means a 34% yield). (1) The reactants are [F:1][C:2]1[C:3]([N:9]=[CH:10][N:11]([CH3:13])[CH3:12])=[N:4][C:5]([OH:8])=[N:6][CH:7]=1.[C:14]1([S:20](Cl)(=[O:22])=[O:21])[CH:19]=[CH:18][CH:17]=[CH:16][CH:15]=1. The catalyst is N1C=CC=CC=1. The product is [CH3:12][N:11]([CH:10]=[N:9][C:3]1[C:2]([F:1])=[CH:7][N:6]=[C:5]([O:8][S:20]([C:14]2[CH:19]=[CH:18][CH:17]=[CH:16][CH:15]=2)(=[O:22])=[O:21])[N:4]=1)[CH3:13]. The yield is 0.460. (2) The reactants are [Br:1][C:2]1[CH:28]=[CH:27][C:5]2[N:6]([C:14]([C:16]3[CH:17]=[CH:18][C:19]4[O:24][CH2:23][C:22](=[O:25])[NH:21][C:20]=4[CH:26]=3)=[O:15])[C@@H:7]([CH2:10][C:11]([OH:13])=O)[CH2:8][O:9][C:4]=2[CH:3]=1.C1C[N:32]([P+](ON2N=NC3C=CC=CC2=3)(N2CCCC2)N2CCCC2)CC1.F[P-](F)(F)(F)(F)F.[NH4+].[Cl-].CCOC(C)=O. The catalyst is C(Cl)Cl. The product is [Br:1][C:2]1[CH:28]=[CH:27][C:5]2[N:6]([C:14]([C:16]3[CH:17]=[CH:18][C:19]4[O:24][CH2:23][C:22](=[O:25])[NH:21][C:20]=4[CH:26]=3)=[O:15])[C@@H:7]([CH2:10][C:11]([NH2:32])=[O:13])[CH2:8][O:9][C:4]=2[CH:3]=1. The yield is 0.289. (3) The reactants are [Br:1][C:2]1[C:7]([F:8])=[CH:6][C:5]([CH2:9][OH:10])=[C:4]([Cl:11])[CH:3]=1.N12CCCN=C1CCCCC2.[Cl:23][C:24]([Cl:28])([Cl:27])[C:25]#[N:26]. The catalyst is C(Cl)Cl. The product is [Cl:23][C:24]([Cl:28])([Cl:27])[C:25](=[NH:26])[O:10][CH2:9][C:5]1[CH:6]=[C:7]([F:8])[C:2]([Br:1])=[CH:3][C:4]=1[Cl:11]. The yield is 0.910. (4) The reactants are CC(C)([O-])C.[Na+].C1C=CC(P(C2C(C3C(P(C4C=CC=CC=4)C4C=CC=CC=4)=CC=C4C=3C=CC=C4)=C3C(C=CC=C3)=CC=2)C2C=CC=CC=2)=CC=1.[CH2:53]([O:55][C:56]([C:58]1[C:67](=[O:68])[C:66]2[C:61](=[CH:62][CH:63]=[C:64](I)[CH:65]=2)[N:60]([CH2:70][CH3:71])[CH:59]=1)=[O:57])[CH3:54].[C:72](=[NH:85])([C:79]1[CH:84]=[CH:83][CH:82]=[CH:81][CH:80]=1)[C:73]1[CH:78]=[CH:77][CH:76]=[CH:75][CH:74]=1. The catalyst is C1C=CC(/C=C/C(/C=C/C2C=CC=CC=2)=O)=CC=1.C1C=CC(/C=C/C(/C=C/C2C=CC=CC=2)=O)=CC=1.C1C=CC(/C=C/C(/C=C/C2C=CC=CC=2)=O)=CC=1.[Pd].[Pd].C1(C)C=CC=CC=1. The product is [CH2:53]([O:55][C:56]([C:58]1[C:67](=[O:68])[C:66]2[C:61](=[CH:62][CH:63]=[C:64]([N:85]=[C:72]([C:73]3[CH:78]=[CH:77][CH:76]=[CH:75][CH:74]=3)[C:79]3[CH:84]=[CH:83][CH:82]=[CH:81][CH:80]=3)[CH:65]=2)[N:60]([CH2:70][CH3:71])[CH:59]=1)=[O:57])[CH3:54]. The yield is 0.900.